This data is from Catalyst prediction with 721,799 reactions and 888 catalyst types from USPTO. The task is: Predict which catalyst facilitates the given reaction. (1) Reactant: C([N:14]1[CH2:17][CH:16]([O:18][C:19]2[CH:24]=[CH:23][CH:22]=[CH:21][C:20]=2[C:25]([CH3:28])([CH3:27])[CH3:26])[CH2:15]1)(C1C=CC=CC=1)C1C=CC=CC=1. Product: [C:25]([C:20]1[CH:21]=[CH:22][CH:23]=[CH:24][C:19]=1[O:18][CH:16]1[CH2:15][NH:14][CH2:17]1)([CH3:28])([CH3:26])[CH3:27]. The catalyst class is: 19. (2) Reactant: [C:1]([C:3]1[CH:4]=[C:5]([CH:9]=[CH:10][C:11]=1[O:12][CH:13]([CH3:15])[CH3:14])[C:6]([OH:8])=O)#[N:2].C(Cl)CCl.C1C=CC2N(O)N=NC=2C=1.O[NH:31]/[C:32](=[N:51]\[H])/[C:33]1[CH:38]=[CH:37][C:36]([O:39][CH2:40][CH2:41][CH2:42][CH2:43][C:44]([O:46][CH2:47][CH3:48])=[O:45])=[CH:35][C:34]=1[O:49][CH3:50]. Product: [C:1]([C:3]1[CH:4]=[C:5]([C:6]2[O:8][N:31]=[C:32]([C:33]3[CH:38]=[CH:37][C:36]([O:39][CH2:40][CH2:41][CH2:42][CH2:43][C:44]([O:46][CH2:47][CH3:48])=[O:45])=[CH:35][C:34]=3[O:49][CH3:50])[N:51]=2)[CH:9]=[CH:10][C:11]=1[O:12][CH:13]([CH3:15])[CH3:14])#[N:2]. The catalyst class is: 1.